Dataset: Forward reaction prediction with 1.9M reactions from USPTO patents (1976-2016). Task: Predict the product of the given reaction. (1) Given the reactants [F:1][C:2]1[C:7]([F:8])=[CH:6][CH:5]=[CH:4][C:3]=1[C:9]1[NH:10][CH:11]=[C:12]([CH2:14][OH:15])[N:13]=1, predict the reaction product. The product is: [F:1][C:2]1[C:7]([F:8])=[CH:6][CH:5]=[CH:4][C:3]=1[C:9]1[NH:10][CH:11]=[C:12]([CH:14]=[O:15])[N:13]=1. (2) Given the reactants C(Cl)(=O)C(Cl)=O.CS(C)=O.[CH3:11][O:12][CH2:13][CH2:14][CH2:15][CH2:16][CH2:17][O:18][C:19]1[CH:27]=[CH:26][C:22]([CH2:23][CH2:24][OH:25])=[CH:21][CH:20]=1.C(N(CC)CC)C, predict the reaction product. The product is: [CH3:11][O:12][CH2:13][CH2:14][CH2:15][CH2:16][CH2:17][O:18][C:19]1[CH:27]=[CH:26][C:22]([CH2:23][CH:24]=[O:25])=[CH:21][CH:20]=1. (3) Given the reactants Br[C:2]1([NH:8][S:9]([C:12]2[CH:17]=[CH:16][C:15]([F:18])=[CH:14][C:13]=2[F:19])(=[O:11])=[O:10])[CH:7]=[CH:6][CH:5]=[N:4][CH2:3]1.[B:20]1([B:20]2[O:24][C:23]([CH3:26])([CH3:25])[C:22]([CH3:28])([CH3:27])[O:21]2)[O:24][C:23]([CH3:26])([CH3:25])[C:22]([CH3:28])([CH3:27])[O:21]1.C([O-])(=[O:40])C.[K+], predict the reaction product. The product is: [F:19][C:13]1[CH:14]=[C:15]([F:18])[CH:16]=[CH:17][C:12]=1[S:9]([NH:8][C:2]1([OH:40])[CH:7]=[C:6]([B:20]2[O:24][C:23]([CH3:26])([CH3:25])[C:22]([CH3:28])([CH3:27])[O:21]2)[CH:5]=[N:4][CH2:3]1)(=[O:11])=[O:10]. (4) Given the reactants [Br:1][C:2]1[C:10]2[C:5](=[CH:6][CH:7]=[C:8]([CH:11]=[O:12])[CH:9]=2)[NH:4][N:3]=1.[Cl:13][C:14]1[CH:21]=[CH:20][C:17]([CH2:18]Br)=[C:16]([C:22]([F:25])([F:24])[F:23])[CH:15]=1, predict the reaction product. The product is: [Br:1][C:2]1[C:10]2[C:5](=[CH:6][CH:7]=[C:8]([CH:11]=[O:12])[CH:9]=2)[N:4]([CH2:18][C:17]2[CH:20]=[CH:21][C:14]([Cl:13])=[CH:15][C:16]=2[C:22]([F:24])([F:23])[F:25])[N:3]=1. (5) Given the reactants [F:1][CH:2]([F:39])[C:3]1[CH:8]=[CH:7][N:6]=[C:5]([NH:9][C:10]2[CH:11]=[C:12]([C:17]3[CH:18]=[N:19][C:20]([CH:23](OS(C)(=O)=O)[C@H:24]4[CH2:29][CH2:28][C@H:27]([C:30]([O:32][CH3:33])=[O:31])[CH2:26][CH2:25]4)=[N:21][CH:22]=3)[CH:13]=[C:14]([CH3:16])[CH:15]=2)[N:4]=1, predict the reaction product. The product is: [F:39][CH:2]([F:1])[C:3]1[CH:8]=[CH:7][N:6]=[C:5]([NH:9][C:10]2[CH:11]=[C:12]([C:17]3[CH:22]=[N:21][C:20]([CH2:23][C@H:24]4[CH2:29][CH2:28][C@H:27]([C:30]([O:32][CH3:33])=[O:31])[CH2:26][CH2:25]4)=[N:19][CH:18]=3)[CH:13]=[C:14]([CH3:16])[CH:15]=2)[N:4]=1.